Dataset: Full USPTO retrosynthesis dataset with 1.9M reactions from patents (1976-2016). Task: Predict the reactants needed to synthesize the given product. (1) Given the product [O:16]1[C:20]2([CH2:25][CH2:24][N:23]([CH2:14][CH2:13][C:12]3[CH:11]=[C:10]4[C:5]([CH:6]=[CH:7][CH:8]=[N:9]4)=[CH:4][C:3]=3[O:2][CH3:1])[CH2:22][CH2:21]2)[O:19][CH2:18][CH2:17]1, predict the reactants needed to synthesize it. The reactants are: [CH3:1][O:2][C:3]1[CH:4]=[C:5]2[C:10](=[CH:11][C:12]=1[CH2:13][CH:14]=O)[N:9]=[CH:8][CH:7]=[CH:6]2.[O:16]1[C:20]2([CH2:25][CH2:24][NH:23][CH2:22][CH2:21]2)[O:19][CH2:18][CH2:17]1.C(O[BH-](OC(=O)C)OC(=O)C)(=O)C.[Na+].C(=O)(O)[O-].[Na+]. (2) Given the product [P:1]([O:5][CH2:6][CH2:7][O:8][CH2:9][CH2:10][O:11][CH2:12][CH2:13][O:14][CH2:15][CH2:16][O:17][C:18]([O:20][CH2:21][O:22][C:23](=[O:77])[C:24]1[CH:29]=[CH:28][C:27]([NH:37][C:38]([C@H:40]2[C@H:44]([C:45]3[CH:50]=[CH:49][CH:48]=[C:47]([Cl:51])[C:46]=3[F:52])[C@:43]([C:55]3[CH:60]=[CH:59][C:58]([Cl:61])=[CH:57][C:56]=3[F:62])([C:53]#[N:54])[C@H:42]([CH2:63][C:64]([CH3:66])([CH3:67])[CH3:65])[NH:41]2)=[O:39])=[C:26]([O:68][CH3:69])[CH:25]=1)=[O:19])([OH:3])([OH:4])=[O:2], predict the reactants needed to synthesize it. The reactants are: [P:1]([O:5][CH2:6][CH2:7][O:8][CH2:9][CH2:10][O:11][CH2:12][CH2:13][O:14][CH2:15][CH2:16][O:17][C:18]([O:20][CH2:21][O:22][C:23](=[O:77])[C:24]1[CH:29]=[C:28](CC2C=CC=CC=2)[C:27]([NH:37][C:38]([C@H:40]2[C@H:44]([C:45]3[CH:50]=[CH:49][CH:48]=[C:47]([Cl:51])[C:46]=3[F:52])[C@:43]([C:55]3[CH:60]=[CH:59][C:58]([Cl:61])=[CH:57][C:56]=3[F:62])([C:53]#[N:54])[C@H:42]([CH2:63][C:64]([CH3:67])([CH3:66])[CH3:65])[NH:41]2)=[O:39])=[C:26]([O:68][CH3:69])[C:25]=1CC1C=CC=CC=1)=[O:19])([OH:4])([OH:3])=[O:2].[H][H]. (3) The reactants are: Cl.[NH:2]1[CH2:7][CH2:6][CH2:5][C@H:4]([C:8]#[N:9])[CH2:3]1.C(N(CC)CC)C.[F:17][C:18]1[CH:26]=[CH:25][C:21]([C:22](Cl)=[O:23])=[CH:20][CH:19]=1.C([O-])(O)=O.[Na+]. Given the product [F:17][C:18]1[CH:26]=[CH:25][C:21]([C:22]([N:2]2[CH2:7][CH2:6][CH2:5][C@H:4]([C:8]#[N:9])[CH2:3]2)=[O:23])=[CH:20][CH:19]=1, predict the reactants needed to synthesize it. (4) Given the product [Cl:1][C:2]1[CH:3]=[CH:4][C:5]([C:6]([N:8]2[CH2:14][C:13]3[CH:15]=[C:16]([C:19]4[NH:53][N:52]=[N:51][N:20]=4)[CH:17]=[CH:18][C:12]=3[N:11]([CH2:21][C:22]3[CH:27]=[CH:26][C:25]([C:28]([N:30]4[CH2:31][CH:32]=[CH:33][CH2:34]4)=[O:29])=[CH:24][CH:23]=3)[C:10](=[O:35])[CH2:9]2)=[O:7])=[CH:36][CH:37]=1, predict the reactants needed to synthesize it. The reactants are: [Cl:1][C:2]1[CH:37]=[CH:36][C:5]([C:6]([N:8]2[CH2:14][C:13]3[CH:15]=[C:16]([C:19]#[N:20])[CH:17]=[CH:18][C:12]=3[N:11]([CH2:21][C:22]3[CH:27]=[CH:26][C:25]([C:28]([N:30]4[CH2:34][CH:33]=[CH:32][CH2:31]4)=[O:29])=[CH:24][CH:23]=3)[C:10](=[O:35])[CH2:9]2)=[O:7])=[CH:4][CH:3]=1.C([Sn]([N:51]=[N+:52]=[N-:53])(CCCC)CCCC)CCC. (5) Given the product [CH2:36]([O:13][C:11](=[O:12])[C@H:10]([CH3:14])[CH2:9][C@H:8]([NH:15][C:16](=[O:18])[C:30]([CH3:33])([CH3:31])[CH3:29])[CH2:7][C:4]1[CH:5]=[CH:6][C:1]([C:23]2[CH:28]=[CH:27][CH:26]=[CH:25][CH:24]=2)=[CH:2][CH:3]=1)[CH3:37].[C:1]1([C:23]2[CH:24]=[CH:25][CH:26]=[CH:27][CH:28]=2)[CH:2]=[CH:3][C:4]([CH2:7][C@@H:8]([NH:15][C:16]([O:18][C:19]([CH3:22])([CH3:20])[CH3:21])=[O:17])[CH2:9][C@@H:10]([CH3:14])[C:11]([OH:13])=[O:12])=[CH:5][CH:6]=1, predict the reactants needed to synthesize it. The reactants are: [C:1]1([C:23]2[CH:28]=[CH:27][CH:26]=[CH:25][CH:24]=2)[CH:6]=[CH:5][C:4]([CH2:7][C@@H:8]([NH:15][C:16]([O:18][C:19]([CH3:22])([CH3:21])[CH3:20])=[O:17])[CH2:9][C@@H:10]([CH3:14])[C:11]([OH:13])=[O:12])=[CH:3][CH:2]=1.[C:29](Cl)(=O)[C:30]([CH3:33])(C)[CH3:31].[CH2:36](N(CC)CC)[CH3:37].C(O)(=O)CC(CC(O)=O)(C(O)=O)O. (6) Given the product [Br:47][CH2:56][C:49]1[CH:54]=[CH:53][C:52]([CH2:55][O:22][C:19]2[CH:20]=[CH:21][C:16]([CH:15]3[N:14]([C:32]4[CH:37]=[CH:36][C:35]([F:38])=[CH:34][CH:33]=4)[C:13](=[O:39])[CH:12]3[CH2:11][CH2:10][CH:9]([O:8][Si:1]([C:4]([CH3:7])([CH3:6])[CH3:5])([CH3:3])[CH3:2])[C:40]3[CH:41]=[CH:42][C:43]([F:46])=[CH:44][CH:45]=3)=[C:17]([O:23][CH2:24][O:25][CH2:26][CH2:27][Si:28]([CH3:29])([CH3:30])[CH3:31])[CH:18]=2)=[CH:51][CH:50]=1, predict the reactants needed to synthesize it. The reactants are: [Si:1]([O:8][CH:9]([C:40]1[CH:45]=[CH:44][C:43]([F:46])=[CH:42][CH:41]=1)[CH2:10][CH2:11][CH:12]1[CH:15]([C:16]2[CH:21]=[CH:20][C:19]([OH:22])=[CH:18][C:17]=2[O:23][CH2:24][O:25][CH2:26][CH2:27][Si:28]([CH3:31])([CH3:30])[CH3:29])[N:14]([C:32]2[CH:37]=[CH:36][C:35]([F:38])=[CH:34][CH:33]=2)[C:13]1=[O:39])([C:4]([CH3:7])([CH3:6])[CH3:5])([CH3:3])[CH3:2].[Br-:47].[Br-].[C:49]1([CH3:56])[CH:54]=[CH:53][C:52]([CH3:55])=[CH:51][CH:50]=1.C([O-])([O-])=O.[K+].[K+].